This data is from Catalyst prediction with 721,799 reactions and 888 catalyst types from USPTO. The task is: Predict which catalyst facilitates the given reaction. (1) Reactant: C([O:3][C:4]([C:6]1[C:14]2[NH:13][C:12]([NH:15][C:16]3[CH:21]=[CH:20][CH:19]=[C:18]([Cl:22])[C:17]=3[Cl:23])=[N:11][C:10]=2[CH:9]=[CH:8][C:7]=1[F:24])=[O:5])C.[OH-].[Na+]. Product: [Cl:23][C:17]1[C:18]([Cl:22])=[CH:19][CH:20]=[CH:21][C:16]=1[NH:15][C:12]1[NH:13][C:14]2[C:6]([C:4]([OH:5])=[O:3])=[C:7]([F:24])[CH:8]=[CH:9][C:10]=2[N:11]=1. The catalyst class is: 8. (2) Reactant: [Li].[Br:2][C:3]1[CH:8]=[C:7]([F:9])[CH:6]=[CH:5][C:4]=1[C@@H:10]1[N:15]=[C:14]([C:16]2[S:17][CH:18]=[CH:19][N:20]=2)[NH:13][C:12]([CH2:21][N:22]2[CH2:27][CH2:26][O:25][CH2:24][C@H:23]2[C:28]([OH:30])=[O:29])=[C:11]1[C:31]([O:33][C@H:34](C)[C:35](OCC)=O)=[O:32]. The catalyst class is: 8. Product: [Br:2][C:3]1[CH:8]=[C:7]([F:9])[CH:6]=[CH:5][C:4]=1[C@@H:10]1[N:15]=[C:14]([C:16]2[S:17][CH:18]=[CH:19][N:20]=2)[NH:13][C:12]([CH2:21][N:22]2[CH2:27][CH2:26][O:25][CH2:24][C@H:23]2[C:28]([OH:30])=[O:29])=[C:11]1[C:31]([O:33][CH2:34][CH3:35])=[O:32]. (3) Reactant: [CH3:1][C:2]1[NH:3][C:4]2[C:9]([C:10]=1[CH3:11])=[CH:8][C:7]([C:12]([O:14][CH2:15][CH3:16])=[O:13])=[CH:6][CH:5]=2.[C:17]1([CH2:23][CH2:24]O)[CH:22]=[CH:21][CH:20]=[CH:19][CH:18]=1.C(C=C1CCP(C)C1(C)C)#N. Product: [CH3:1][C:2]1[N:3]([CH2:24][CH2:23][C:17]2[CH:22]=[CH:21][CH:20]=[CH:19][CH:18]=2)[C:4]2[C:9]([C:10]=1[CH3:11])=[CH:8][C:7]([C:12]([O:14][CH2:15][CH3:16])=[O:13])=[CH:6][CH:5]=2. The catalyst class is: 11.